Dataset: Peptide-MHC class I binding affinity with 185,985 pairs from IEDB/IMGT. Task: Regression. Given a peptide amino acid sequence and an MHC pseudo amino acid sequence, predict their binding affinity value. This is MHC class I binding data. (1) The peptide sequence is GEDPGFFNV. The MHC is HLA-B40:01 with pseudo-sequence HLA-B40:01. The binding affinity (normalized) is 1.00. (2) The peptide sequence is SIIQEKLGY. The MHC is HLA-B39:01 with pseudo-sequence HLA-B39:01. The binding affinity (normalized) is 0.0847. (3) The peptide sequence is VLEWRFDSRL. The MHC is HLA-B54:01 with pseudo-sequence HLA-B54:01. The binding affinity (normalized) is 0. (4) The peptide sequence is PVTPVIPRV. The MHC is HLA-B51:01 with pseudo-sequence HLA-B51:01. The binding affinity (normalized) is 0.0847. (5) The peptide sequence is QLKSRAAVL. The MHC is HLA-A02:16 with pseudo-sequence HLA-A02:16. The binding affinity (normalized) is 0.0847. (6) The peptide sequence is KVAQAAAAM. The binding affinity (normalized) is 0.605. The MHC is HLA-C14:02 with pseudo-sequence YSAGYREKYRQTDVSNLYLWFDSYTWAERAYTWY.